The task is: Predict the reactants needed to synthesize the given product.. This data is from Full USPTO retrosynthesis dataset with 1.9M reactions from patents (1976-2016). (1) Given the product [C:27]([C:31]1[N:36]=[CH:35][C:34]([C:37]2[N:38]([C:58]([N:60]3[CH2:65][CH2:64][N:63]([C:5](=[O:7])[CH2:4][CH2:3][S:2][CH3:1])[CH2:62][CH2:61]3)=[O:59])[C@@:39]([C:51]3[CH:56]=[CH:55][C:54]([Cl:57])=[CH:53][CH:52]=3)([CH3:50])[C@@:40]([C:43]3[CH:44]=[CH:45][C:46]([Cl:49])=[CH:47][CH:48]=3)([CH3:42])[N:41]=2)=[C:33]([O:66][CH2:67][CH3:68])[CH:32]=1)([CH3:28])([CH3:29])[CH3:30], predict the reactants needed to synthesize it. The reactants are: [CH3:1][S:2][CH2:3][CH2:4][C:5]([OH:7])=O.ON1C2C=CC=CC=2N=N1.C(N(C(C)C)CC)(C)C.[C:27]([C:31]1[N:36]=[CH:35][C:34]([C:37]2[N:38]([C:58]([N:60]3[CH2:65][CH2:64][NH:63][CH2:62][CH2:61]3)=[O:59])[C@@:39]([C:51]3[CH:56]=[CH:55][C:54]([Cl:57])=[CH:53][CH:52]=3)([CH3:50])[C@@:40]([C:43]3[CH:48]=[CH:47][C:46]([Cl:49])=[CH:45][CH:44]=3)([CH3:42])[N:41]=2)=[C:33]([O:66][CH2:67][CH3:68])[CH:32]=1)([CH3:30])([CH3:29])[CH3:28]. (2) Given the product [OH2:1].[C:29]([OH:38])(=[O:37])[C@@H:30]([C@H:32]([C:34]([OH:36])=[O:35])[OH:33])[OH:31].[O:1]=[C:2]([N:16]1[CH2:21][CH2:20][N:19]2[C:22]([C:25]([F:28])([F:27])[F:26])=[N:23][N:24]=[C:18]2[CH2:17]1)[CH2:3][C@H:4]([NH2:15])[CH2:5][C:6]1[CH:11]=[C:10]([F:12])[C:9]([F:13])=[CH:8][C:7]=1[F:14].[O:1]=[C:2]([N:16]1[CH2:21][CH2:20][N:19]2[C:22]([C:25]([F:28])([F:27])[F:26])=[N:23][N:24]=[C:18]2[CH2:17]1)[CH2:3][C@H:4]([NH2:15])[CH2:5][C:6]1[CH:11]=[C:10]([F:12])[C:9]([F:13])=[CH:8][C:7]=1[F:14].[C:29]([OH:38])(=[O:37])[C@@H:30]([C@H:32]([C:34]([OH:36])=[O:35])[OH:33])[OH:31], predict the reactants needed to synthesize it. The reactants are: [O:1]=[C:2]([N:16]1[CH2:21][CH2:20][N:19]2[C:22]([C:25]([F:28])([F:27])[F:26])=[N:23][N:24]=[C:18]2[CH2:17]1)[CH2:3][C@H:4]([NH2:15])[CH2:5][C:6]1[CH:11]=[C:10]([F:12])[C:9]([F:13])=[CH:8][C:7]=1[F:14].[C:29]([OH:38])(=[O:37])[C@@H:30]([C@H:32]([C:34]([OH:36])=[O:35])[OH:33])[OH:31].CC(O)C.